Dataset: Catalyst prediction with 721,799 reactions and 888 catalyst types from USPTO. Task: Predict which catalyst facilitates the given reaction. (1) Reactant: [NH2:1][C:2]1[C:3]([C:10]([O:12]CC)=[O:11])=[N:4][O:5][C:6]=1[CH:7]([CH3:9])[CH3:8].[OH-].[Na+].Cl. Product: [NH2:1][C:2]1[C:3]([C:10]([OH:12])=[O:11])=[N:4][O:5][C:6]=1[CH:7]([CH3:9])[CH3:8]. The catalyst class is: 1. (2) Reactant: C(OC(OC(C)C)[N:6]1[C:10]2[CH:11]=[CH:12][CH:13]=[CH:14][C:9]=2[N:8]=[CH:7]1)(C)C.[Li+].C[Si]([N-][Si](C)(C)C)(C)C.N1C2C=CC=CC=2NC=1.[Li].C([O:41][C:42]([C:44]1[CH:67]=[CH:66][C:47]([O:48][C:49]2[C:54]([CH:55]3[CH2:58][N:57](C(OC(C)(C)C)=O)[CH2:56]3)=[CH:53][CH:52]=[CH:51][N:50]=2)=[CH:46][CH:45]=1)=O)C.N1C2C=CC=CC=2NC=1. Product: [NH:57]1[CH2:58][CH:55]([C:54]2[C:49]([O:48][C:47]3[CH:66]=[CH:67][C:44]([C:42]([C:7]4[NH:6][C:10]5[CH:11]=[CH:12][CH:13]=[CH:14][C:9]=5[N:8]=4)=[O:41])=[CH:45][CH:46]=3)=[N:50][CH:51]=[CH:52][CH:53]=2)[CH2:56]1. The catalyst class is: 1. (3) Reactant: [CH2:1]([C:3]1[C:4]([O:12][CH3:13])=[CH:5][C:6]([O:10][CH3:11])=[C:7]([NH2:9])[CH:8]=1)[CH3:2].F[C:15]1[CH:20]=[CH:19][C:18]([C:21]([F:24])([F:23])[F:22])=[CH:17][C:16]=1[N+:25]([O-:27])=[O:26].C(N(CC)CC)C. Product: [CH2:1]([C:3]1[C:4]([O:12][CH3:13])=[CH:5][C:6]([O:10][CH3:11])=[C:7]([NH:9][C:15]2[CH:20]=[CH:19][C:18]([C:21]([F:24])([F:22])[F:23])=[CH:17][C:16]=2[N+:25]([O-:27])=[O:26])[CH:8]=1)[CH3:2]. The catalyst class is: 165. (4) Reactant: [C:1]([O:9][C@H:10]1[C@H:14]([NH:15][C:16](=[O:23])[C:17]2[CH:22]=[CH:21][N:20]=[CH:19][CH:18]=2)[CH2:13][C@H:12]([CH2:24][OH:25])[C@H:11]1[O:26][C:27](=[O:34])[C:28]1[CH:33]=[CH:32][CH:31]=[CH:30][CH:29]=1)(=[O:8])[C:2]1[CH:7]=[CH:6][CH:5]=[CH:4][CH:3]=1.C1CCN2C(=NCCC2)CC1.Cl[S:47]([NH2:50])(=[O:49])=[O:48]. Product: [C:1]([O:9][C@H:10]1[C@H:14]([NH:15][C:16](=[O:23])[C:17]2[CH:22]=[CH:21][N:20]=[CH:19][CH:18]=2)[CH2:13][C@H:12]([CH2:24][O:25][S:47]([NH2:50])(=[O:49])=[O:48])[C@H:11]1[O:26][C:27](=[O:34])[C:28]1[CH:29]=[CH:30][CH:31]=[CH:32][CH:33]=1)(=[O:8])[C:2]1[CH:7]=[CH:6][CH:5]=[CH:4][CH:3]=1. The catalyst class is: 10. (5) Reactant: CN(C(ON1N=NC2C=CC=NC1=2)=[N+](C)C)C.F[P-](F)(F)(F)(F)F.[Cl:25][C:26]1[CH:27]=[C:28]([C:34]2([C:51]([F:54])([F:53])[F:52])[O:38][N:37]=[C:36]([C:39]3[N:40]4[C:44]([C:45]([C:48](O)=[O:49])=[CH:46][CH:47]=3)=[CH:43][CH:42]=[CH:41]4)[CH2:35]2)[CH:29]=[C:30]([Cl:33])[C:31]=1[F:32].Cl.[NH2:56][CH2:57][C:58]1[CH:69]=[CH:68][C:61]2[B:62]([OH:67])[O:63][C:64]([CH3:66])([CH3:65])[C:60]=2[CH:59]=1.Cl. Product: [Cl:33][C:30]1[CH:29]=[C:28]([C:34]2([C:51]([F:53])([F:54])[F:52])[O:38][N:37]=[C:36]([C:39]3[N:40]4[C:44]([C:45]([C:48]([NH:56][CH2:57][C:58]5[CH:69]=[CH:68][C:61]6[B:62]([OH:67])[O:63][C:64]([CH3:66])([CH3:65])[C:60]=6[CH:59]=5)=[O:49])=[CH:46][CH:47]=3)=[CH:43][CH:42]=[CH:41]4)[CH2:35]2)[CH:27]=[C:26]([Cl:25])[C:31]=1[F:32]. The catalyst class is: 23.